Dataset: Catalyst prediction with 721,799 reactions and 888 catalyst types from USPTO. Task: Predict which catalyst facilitates the given reaction. (1) Reactant: O=[C:2]([CH3:21])[C:3](=[CH:6][C:7]1[C:19]2[C:18]3[C:13](=[CH:14][CH:15]=[CH:16][CH:17]=3)[C:12](=[O:20])[C:11]=2[CH:10]=[CH:9][CH:8]=1)[C:4]#[N:5].[CH:22]([O:25][C:26]1[N:31]=[C:30]([NH2:32])[N:29]=[C:28]([NH2:33])[CH:27]=1)([CH3:24])[CH3:23]. Product: [NH2:32][C:30]1[N:31]=[C:26]([O:25][CH:22]([CH3:24])[CH3:23])[C:27]2[CH:6]([C:7]3[C:19]4[C:18]5[C:13](=[CH:14][CH:15]=[CH:16][CH:17]=5)[C:12](=[O:20])[C:11]=4[CH:10]=[CH:9][CH:8]=3)[C:3]([C:4]#[N:5])=[C:2]([CH3:21])[NH:33][C:28]=2[N:29]=1. The catalyst class is: 32. (2) Reactant: [CH3:1][CH:2]1[C:9]2[CH:8]=[CH:7][S:6][C:5]=2[CH:4]=[C:3]1[CH3:10].CC1C2C=CSC=2CC=1C.[Li]CCCC.[Cl:26][Si:27](Cl)([CH3:29])[CH3:28]. Product: [Cl:26][Si:27]([CH:4]1[C:5]2[S:6][CH:7]=[CH:8][C:9]=2[C:2]([CH3:1])=[C:3]1[CH3:10])([CH3:29])[CH3:28]. The catalyst class is: 1.